Dataset: Merck oncology drug combination screen with 23,052 pairs across 39 cell lines. Task: Regression. Given two drug SMILES strings and cell line genomic features, predict the synergy score measuring deviation from expected non-interaction effect. (1) Drug 1: CC(=O)OC1C(=O)C2(C)C(O)CC3OCC3(OC(C)=O)C2C(OC(=O)c2ccccc2)C2(O)CC(OC(=O)C(O)C(NC(=O)c3ccccc3)c3ccccc3)C(C)=C1C2(C)C. Drug 2: Cn1nnc2c(C(N)=O)ncn2c1=O. Cell line: CAOV3. Synergy scores: synergy=-19.1. (2) Drug 1: O=C(O)C1(Cc2cccc(Nc3nccs3)n2)CCC(Oc2cccc(Cl)c2F)CC1. Drug 2: CC1(c2nc3c(C(N)=O)cccc3[nH]2)CCCN1. Cell line: NCIH1650. Synergy scores: synergy=-0.765. (3) Drug 1: Cc1nc(Nc2ncc(C(=O)Nc3c(C)cccc3Cl)s2)cc(N2CCN(CCO)CC2)n1. Cell line: MDAMB436. Synergy scores: synergy=47.5. Drug 2: COC1CC2CCC(C)C(O)(O2)C(=O)C(=O)N2CCCCC2C(=O)OC(C(C)CC2CCC(OP(C)(C)=O)C(OC)C2)CC(=O)C(C)C=C(C)C(O)C(OC)C(=O)C(C)CC(C)C=CC=CC=C1C. (4) Cell line: NCIH460. Drug 1: Cn1nnc2c(C(N)=O)ncn2c1=O. Synergy scores: synergy=29.5. Drug 2: COC1CC2CCC(C)C(O)(O2)C(=O)C(=O)N2CCCCC2C(=O)OC(C(C)CC2CCC(OP(C)(C)=O)C(OC)C2)CC(=O)C(C)C=C(C)C(O)C(OC)C(=O)C(C)CC(C)C=CC=CC=C1C. (5) Drug 1: CCC1=CC2CN(C1)Cc1c([nH]c3ccccc13)C(C(=O)OC)(c1cc3c(cc1OC)N(C)C1C(O)(C(=O)OC)C(OC(C)=O)C4(CC)C=CCN5CCC31C54)C2. Drug 2: C=CCn1c(=O)c2cnc(Nc3ccc(N4CCN(C)CC4)cc3)nc2n1-c1cccc(C(C)(C)O)n1. Cell line: HCT116. Synergy scores: synergy=-2.02.